This data is from Merck oncology drug combination screen with 23,052 pairs across 39 cell lines. The task is: Regression. Given two drug SMILES strings and cell line genomic features, predict the synergy score measuring deviation from expected non-interaction effect. (1) Cell line: MSTO. Synergy scores: synergy=-14.2. Drug 1: O=P1(N(CCCl)CCCl)NCCCO1. Drug 2: O=C(NOCC(O)CO)c1ccc(F)c(F)c1Nc1ccc(I)cc1F. (2) Cell line: PA1. Drug 1: O=c1[nH]cc(F)c(=O)[nH]1. Drug 2: CCN(CC)CCNC(=O)c1c(C)[nH]c(C=C2C(=O)Nc3ccc(F)cc32)c1C. Synergy scores: synergy=12.5. (3) Drug 1: N#Cc1ccc(Cn2cncc2CN2CCN(c3cccc(Cl)c3)C(=O)C2)cc1. Drug 2: Cn1c(=O)n(-c2ccc(C(C)(C)C#N)cc2)c2c3cc(-c4cnc5ccccc5c4)ccc3ncc21. Cell line: EFM192B. Synergy scores: synergy=28.5. (4) Drug 1: COc1cccc2c1C(=O)c1c(O)c3c(c(O)c1C2=O)CC(O)(C(=O)CO)CC3OC1CC(N)C(O)C(C)O1. Drug 2: C=CCn1c(=O)c2cnc(Nc3ccc(N4CCN(C)CC4)cc3)nc2n1-c1cccc(C(C)(C)O)n1. Cell line: SKOV3. Synergy scores: synergy=14.4. (5) Drug 1: O=C(CCCCCCC(=O)Nc1ccccc1)NO. Drug 2: C#Cc1cccc(Nc2ncnc3cc(OCCOC)c(OCCOC)cc23)c1. Cell line: UWB1289. Synergy scores: synergy=17.4. (6) Drug 1: CC(C)CC(NC(=O)C(Cc1ccccc1)NC(=O)c1cnccn1)B(O)O. Drug 2: CCc1c2c(nc3ccc(O)cc13)-c1cc3c(c(=O)n1C2)COC(=O)C3(O)CC. Cell line: SKMEL30. Synergy scores: synergy=-13.0. (7) Drug 1: CC1CC2C3CCC4=CC(=O)C=CC4(C)C3(F)C(O)CC2(C)C1(O)C(=O)CO. Drug 2: CS(=O)(=O)CCNCc1ccc(-c2ccc3ncnc(Nc4ccc(OCc5cccc(F)c5)c(Cl)c4)c3c2)o1. Cell line: SKMEL30. Synergy scores: synergy=-4.61.